This data is from Forward reaction prediction with 1.9M reactions from USPTO patents (1976-2016). The task is: Predict the product of the given reaction. (1) Given the reactants [Br:1][C:2]1[CH:16]=[CH:15][CH:14]=[CH:13][C:3]=1[CH2:4][CH2:5][S:6][CH:7](Cl)[C:8]([O:10][CH3:11])=[O:9].[Cl-].[Cl-].[Cl-].[Al+3], predict the reaction product. The product is: [CH3:11][O:10][C:8]([CH:7]1[C:13]2[C:3](=[C:2]([Br:1])[CH:16]=[CH:15][CH:14]=2)[CH2:4][CH2:5][S:6]1)=[O:9]. (2) Given the reactants [Cl:1][C:2]1[CH:3]=[C:4]([CH:38]=[CH:39][C:40]=1[CH3:41])[CH2:5][NH:6][C:7]([C:9]1[N:10]=[C:11]2[CH:17]([N:18]([C:20](=[O:26])[C:21]([N:23]([CH3:25])[CH3:24])=[O:22])[CH3:19])[CH2:16][N:15]([C:27](OC(C)(C)C)=O)[CH2:14][CH2:13][N:12]2[C:34](=[O:37])[C:35]=1[OH:36])=[O:8].ClCCl.F[C:46](F)(F)[C:47](O)=O, predict the reaction product. The product is: [Cl:1][C:2]1[CH:3]=[C:4]([CH:38]=[CH:39][C:40]=1[CH3:41])[CH2:5][NH:6][C:7]([C:9]1[N:10]=[C:11]2[CH:17]([N:18]([CH3:19])[C:20](=[O:26])[C:21]([N:23]([CH3:25])[CH3:24])=[O:22])[CH2:16][N:15]([CH:27]3[CH2:47][CH2:46]3)[CH2:14][CH2:13][N:12]2[C:34](=[O:37])[C:35]=1[OH:36])=[O:8]. (3) Given the reactants [NH2:1][C:2]1[CH:6]=[CH:5][NH:4][N:3]=1.CN1CCOCC1.[C:14](Cl)(=[O:21])[C:15]1[CH:20]=[CH:19][CH:18]=[CH:17][CH:16]=1.[OH-].[Na+], predict the reaction product. The product is: [NH:4]1[CH:5]=[CH:6][C:2]([NH:1][C:14](=[O:21])[C:15]2[CH:20]=[CH:19][CH:18]=[CH:17][CH:16]=2)=[N:3]1. (4) Given the reactants Cl.Cl.[CH2:3]([O:10][NH:11][C@H:12]1[CH2:17][NH:16][C@H:15]([C:18]([O:20][CH3:21])=[O:19])[CH2:14][CH2:13]1)[C:4]1[CH:9]=[CH:8][CH:7]=[CH:6][CH:5]=1.C(=O)([O-])[O-].[K+].[K+], predict the reaction product. The product is: [CH2:3]([O:10][NH:11][C@H:12]1[CH2:17][NH:16][C@H:15]([C:18]([O:20][CH3:21])=[O:19])[CH2:14][CH2:13]1)[C:4]1[CH:5]=[CH:6][CH:7]=[CH:8][CH:9]=1.